Dataset: Full USPTO retrosynthesis dataset with 1.9M reactions from patents (1976-2016). Task: Predict the reactants needed to synthesize the given product. (1) Given the product [CH2:1]([C:5]1[CH:6]=[C:7]([O:24][C:25]([F:28])([F:26])[F:27])[CH:8]=[C:9]2[C:14]=1[O:13][CH:12]([C:15]([F:16])([F:17])[F:18])[C:11]([C:19]([O:21][CH2:22][CH3:23])=[O:20])=[CH:10]2)[CH2:2][CH2:3][CH3:4], predict the reactants needed to synthesize it. The reactants are: [C:1]([C:5]1[CH:6]=[C:7]([O:24][C:25]([F:28])([F:27])[F:26])[CH:8]=[C:9]2[C:14]=1[O:13][CH:12]([C:15]([F:18])([F:17])[F:16])[C:11]([C:19]([O:21][CH2:22][CH3:23])=[O:20])=[CH:10]2)#[C:2][CH2:3][CH3:4]. (2) Given the product [Cl:3][C:4]1[C:12]2[N:11]=[C:10]3[N:13]([C:17]4[CH:22]=[CH:21][C:20]([Cl:23])=[CH:19][C:18]=4[Cl:24])[CH2:14][CH2:15][CH2:16][N:9]3[C:8]=2[C:7]([C:25]([CH2:28][CH3:29])([O:30][CH3:31])[CH2:26][CH3:27])=[CH:6][CH:5]=1, predict the reactants needed to synthesize it. The reactants are: [H-].[Na+].[Cl:3][C:4]1[C:12]2[N:11]=[C:10]3[N:13]([C:17]4[CH:22]=[CH:21][C:20]([Cl:23])=[CH:19][C:18]=4[Cl:24])[CH2:14][CH2:15][CH2:16][N:9]3[C:8]=2[C:7]([C:25]([OH:30])([CH2:28][CH3:29])[CH2:26][CH3:27])=[CH:6][CH:5]=1.[CH3:31]I.